The task is: Predict the reactants needed to synthesize the given product.. This data is from Full USPTO retrosynthesis dataset with 1.9M reactions from patents (1976-2016). Given the product [C:1]([C:5]1[CH:10]=[CH:9][C:8]([N+:12]([O-:14])=[O:13])=[CH:7][C:6]=1[NH2:11])([CH3:4])([CH3:2])[CH3:3], predict the reactants needed to synthesize it. The reactants are: [C:1]([C:5]1[CH:10]=[CH:9][CH:8]=[CH:7][C:6]=1[NH2:11])([CH3:4])([CH3:3])[CH3:2].[N+:12]([O-])([O-:14])=[O:13].[K+].